Dataset: Catalyst prediction with 721,799 reactions and 888 catalyst types from USPTO. Task: Predict which catalyst facilitates the given reaction. (1) Reactant: [C:1]([O:5][C:6]([N:8]([CH2:21][C@@H:22]1[C@@H:26]([C:27]2[CH:32]=[CH:31][CH:30]=[CH:29][CH:28]=2)[CH2:25][N:24]([C:33]([NH:35][C@H:36]2[CH2:41][CH2:40][C@H:39]([C:42]([O:44]C)=[O:43])[CH2:38][CH2:37]2)=[O:34])[CH2:23]1)[C@@H:9]([C:11]1[C:20]2[C:15](=[CH:16][CH:17]=[CH:18][CH:19]=2)[CH:14]=[CH:13][CH:12]=1)[CH3:10])=[O:7])([CH3:4])([CH3:3])[CH3:2].[OH-].[Na+]. Product: [C:1]([O:5][C:6]([N:8]([CH2:21][C@@H:22]1[C@@H:26]([C:27]2[CH:32]=[CH:31][CH:30]=[CH:29][CH:28]=2)[CH2:25][N:24]([C:33]([NH:35][C@H:36]2[CH2:37][CH2:38][C@H:39]([C:42]([OH:44])=[O:43])[CH2:40][CH2:41]2)=[O:34])[CH2:23]1)[C@@H:9]([C:11]1[C:20]2[C:15](=[CH:16][CH:17]=[CH:18][CH:19]=2)[CH:14]=[CH:13][CH:12]=1)[CH3:10])=[O:7])([CH3:2])([CH3:3])[CH3:4]. The catalyst class is: 5. (2) Reactant: [H-].[Al+3].[Li+].[H-].[H-].[H-].[H-].C([Al+]CC(C)C)C(C)C.ClCCl.C([O:22][C:23](=O)[C:24]1[CH:29]=[CH:28][C:27]([C:30]2[NH:39][C:33]3[N:34]=[CH:35][N:36]=[C:37]([Cl:38])[C:32]=3[CH:31]=2)=[CH:26][CH:25]=1)C. Product: [Cl:38][C:37]1[C:32]2[CH:31]=[C:30]([C:27]3[CH:26]=[CH:25][C:24]([CH2:23][OH:22])=[CH:29][CH:28]=3)[NH:39][C:33]=2[N:34]=[CH:35][N:36]=1. The catalyst class is: 523. (3) Reactant: [Cl:1][C:2]1[N:7]=[C:6]([N:8]2[CH2:13][CH2:12][CH:11]([NH:14]C(=O)OC(C)(C)C)[CH2:10][CH2:9]2)[CH:5]=[CH:4][C:3]=1[C:22]#[N:23].[OH:24]S(O)(=O)=O.O.N. Product: [NH2:14][CH:11]1[CH2:12][CH2:13][N:8]([C:6]2[CH:5]=[CH:4][C:3]([C:22]([NH2:23])=[O:24])=[C:2]([Cl:1])[N:7]=2)[CH2:9][CH2:10]1. The catalyst class is: 6. (4) Reactant: Br[C:2]1[CH:29]=[CH:28][C:5]2[N:6]([C:21](=[O:27])[CH2:22][S:23]([CH3:26])(=[O:25])=[O:24])[C@@H:7]([CH3:20])[C@H:8]([NH:12][C:13](=[O:19])[O:14][C:15]([CH3:18])([CH3:17])[CH3:16])[C:9](=[O:11])[NH:10][C:4]=2[CH:3]=1.[CH3:30][N:31](C=O)C. Product: [C:30]([C:2]1[CH:29]=[CH:28][C:5]2[N:6]([C:21](=[O:27])[CH2:22][S:23]([CH3:26])(=[O:25])=[O:24])[C@@H:7]([CH3:20])[C@H:8]([NH:12][C:13](=[O:19])[O:14][C:15]([CH3:18])([CH3:16])[CH3:17])[C:9](=[O:11])[NH:10][C:4]=2[CH:3]=1)#[N:31]. The catalyst class is: 507.